Task: Binary Classification. Given a drug SMILES string, predict its activity (active/inactive) in a high-throughput screening assay against a specified biological target.. Dataset: HIV replication inhibition screening data with 41,000+ compounds from the AIDS Antiviral Screen (1) The molecule is CCCCCCCCCCCC(=O)OCC1OC(n2cc(F)c(=O)[nH]c2=O)C(N)C(OC(=O)CCCCCCCCCCC)C1O. The result is 0 (inactive). (2) The drug is CC1=CP(=O)(c2ccccc2)CC1. The result is 0 (inactive).